From a dataset of Catalyst prediction with 721,799 reactions and 888 catalyst types from USPTO. Predict which catalyst facilitates the given reaction. (1) Reactant: CO[C:3](=O)[NH:4][C@H:5]1[C@@H:10]([CH3:11])[CH2:9][CH2:8][N:7]([CH2:12][C:13]2[CH:18]=[CH:17][CH:16]=[CH:15][CH:14]=2)[CH2:6]1.[H-].[H-].[H-].[H-].[Li+].[Al+3]. Product: [CH2:12]([N:7]1[CH2:8][CH2:9][CH:10]([CH3:11])[CH:5]([NH:4][CH3:3])[CH2:6]1)[C:13]1[CH:14]=[CH:15][CH:16]=[CH:17][CH:18]=1. The catalyst class is: 1. (2) Reactant: [F:1][C:2]1[CH:10]=[C:9]([C:11]2[CH:16]=[N:15][C:14]([O:17][CH2:18][CH:19]3[CH2:24][CH2:23][N:22]([CH2:25][C:26]([F:29])([CH3:28])[CH3:27])[CH2:21][CH2:20]3)=[CH:13][N:12]=2)[CH:8]=[CH:7][C:3]=1[C:4](O)=[O:5].C(Cl)CCl.C1C=CC2N(O)N=NC=2C=1.CCN(C(C)C)C(C)C.[NH:53]1[CH2:57][CH2:56][CH2:55][C@H:54]1[C:58]([NH2:60])=[O:59]. Product: [F:1][C:2]1[CH:10]=[C:9]([C:11]2[CH:16]=[N:15][C:14]([O:17][CH2:18][CH:19]3[CH2:20][CH2:21][N:22]([CH2:25][C:26]([F:29])([CH3:27])[CH3:28])[CH2:23][CH2:24]3)=[CH:13][N:12]=2)[CH:8]=[CH:7][C:3]=1[C:4]([N:53]1[CH2:57][CH2:56][CH2:55][C@H:54]1[C:58]([NH2:60])=[O:59])=[O:5]. The catalyst class is: 34. (3) Reactant: [O:1]1[CH2:6][CH2:5][CH2:4][CH2:3][CH:2]1[N:7]1[C:11](B2OC(C)(C)C(C)(C)O2)=[CH:10][CH:9]=[N:8]1.Br[C:22]1[CH:29]=[CH:28][C:25]([C:26]#[N:27])=[C:24]([Cl:30])[CH:23]=1.C(=O)([O-])[O-].[Na+].[Na+].O. Product: [Cl:30][C:24]1[CH:23]=[C:22]([C:11]2[N:7]([CH:2]3[CH2:3][CH2:4][CH2:5][CH2:6][O:1]3)[N:8]=[CH:9][CH:10]=2)[CH:29]=[CH:28][C:25]=1[C:26]#[N:27]. The catalyst class is: 516. (4) Reactant: [NH2:1][C:2]1[CH:3]=[CH:4][C:5]([CH3:20])=[C:6]([CH:19]=1)/[CH:7]=[CH:8]/[C:9]1[C:13]2[N:14]=[CH:15][N:16]=[C:17]([NH2:18])[C:12]=2[S:11][CH:10]=1.[F:21][C:22]([F:33])([F:32])[C:23]1[CH:24]=[C:25]([CH:29]=[CH:30][CH:31]=1)[C:26](Cl)=[O:27]. Product: [NH2:18][C:17]1[C:12]2[S:11][CH:10]=[C:9](/[CH:8]=[CH:7]/[C:6]3[CH:19]=[C:2]([NH:1][C:26](=[O:27])[C:25]4[CH:29]=[CH:30][CH:31]=[C:23]([C:22]([F:21])([F:32])[F:33])[CH:24]=4)[CH:3]=[CH:4][C:5]=3[CH3:20])[C:13]=2[N:14]=[CH:15][N:16]=1. The catalyst class is: 56. (5) Reactant: [F:1][C:2]1[CH:3]=[C:4]2[C:9](=[CH:10][CH:11]=1)[N:8]=[CH:7][C:6](B1OC(C)(C)C(C)(C)O1)=[CH:5]2.[O-]P([O-])([O-])=O.[K+].[K+].[K+].[Cl:29][C:30]1[CH:35]=[C:34]([N:36]([CH2:45][O:46][CH2:47][CH2:48][Si:49]([CH3:52])([CH3:51])[CH3:50])[CH2:37][O:38][CH2:39][CH2:40][Si:41]([CH3:44])([CH3:43])[CH3:42])[N:33]2[N:53]=[CH:54][C:55](I)=[C:32]2[N:31]=1. Product: [Cl:29][C:30]1[CH:35]=[C:34]([N:36]([CH2:45][O:46][CH2:47][CH2:48][Si:49]([CH3:52])([CH3:51])[CH3:50])[CH2:37][O:38][CH2:39][CH2:40][Si:41]([CH3:44])([CH3:42])[CH3:43])[N:33]2[N:53]=[CH:54][C:55]([C:6]3[CH:7]=[N:8][C:9]4[C:4]([CH:5]=3)=[CH:3][C:2]([F:1])=[CH:11][CH:10]=4)=[C:32]2[N:31]=1. The catalyst class is: 38.